Regression. Given a peptide amino acid sequence and an MHC pseudo amino acid sequence, predict their binding affinity value. This is MHC class II binding data. From a dataset of Peptide-MHC class II binding affinity with 134,281 pairs from IEDB. (1) The peptide sequence is CCNIVNVSLVKPTVY. The MHC is DRB1_0101 with pseudo-sequence DRB1_0101. The binding affinity (normalized) is 0.552. (2) The peptide sequence is INKWQVVAPQLPADL. The MHC is DRB3_0202 with pseudo-sequence DRB3_0202. The binding affinity (normalized) is 0.393. (3) The binding affinity (normalized) is 0.390. The peptide sequence is TAKAPGLVPKLDAAY. The MHC is DRB1_0401 with pseudo-sequence DRB1_0401. (4) The peptide sequence is MVVERLGDYLVEQGM. The MHC is DRB1_1201 with pseudo-sequence DRB1_1201. The binding affinity (normalized) is 0.186. (5) The peptide sequence is KMMGVPLQCSA. The MHC is HLA-DQA10102-DQB10604 with pseudo-sequence HLA-DQA10102-DQB10604. The binding affinity (normalized) is 0. (6) The peptide sequence is YDLFLANVSTVLTGK. The MHC is DRB1_1001 with pseudo-sequence DRB1_1001. The binding affinity (normalized) is 0.745. (7) The peptide sequence is CGMFTNRSGSQQ. The MHC is H-2-IAd with pseudo-sequence H-2-IAd. The binding affinity (normalized) is 0.169.